From a dataset of Catalyst prediction with 721,799 reactions and 888 catalyst types from USPTO. Predict which catalyst facilitates the given reaction. Reactant: Cl.Cl.[NH:3]1[CH2:8][CH2:7][CH:6]([N:9]2[CH:13]=[C:12]([C:14]3[CH:15]=[C:16]([C:21]4[S:22][C:23]5[C:29]([C:30]6[CH:31]=[N:32]N[CH:34]=6)=[CH:28][CH:27]=[CH:26][C:24]=5[N:25]=4)[C:17]([NH2:20])=[N:18][CH:19]=3)[CH:11]=[N:10]2)[CH2:5][CH2:4]1.[C:35]([OH:41])([C:37]([F:40])([F:39])[F:38])=[O:36]. Product: [F:38][C:37]([F:40])([F:39])[C:35]([OH:41])=[O:36].[NH:3]1[CH2:8][CH2:7][CH:6]([N:9]2[CH:13]=[C:12]([C:14]3[CH:15]=[C:16]([C:21]4[S:22][C:23]5[C:29]([C:30]6[CH:34]=[CH:35][NH:32][CH:31]=6)=[CH:28][CH:27]=[CH:26][C:24]=5[N:25]=4)[C:17]([NH2:20])=[N:18][CH:19]=3)[CH:11]=[N:10]2)[CH2:5][CH2:4]1. The catalyst class is: 2.